Task: Predict the product of the given reaction.. Dataset: Forward reaction prediction with 1.9M reactions from USPTO patents (1976-2016) Given the reactants FC1C=C(C2C3COCCC=3N([C:14]([NH:16][C@@H:17]([C:22]([CH3:25])([CH3:24])[CH3:23])[C:18]([NH:20][CH3:21])=[O:19])=[O:15])N=2)C=CC=1F.[Cl:30][C:31]1[CH:32]=[CH:33][C:34]([F:46])=[C:35]([C:37]2[C:38]3[CH2:45][CH2:44][O:43][CH2:42][C:39]=3[NH:40][N:41]=2)[CH:36]=1.N[C@@H](C(C)(C)C)[C:49](NCCO)=[O:50], predict the reaction product. The product is: [Cl:30][C:31]1[CH:32]=[CH:33][C:34]([F:46])=[C:35]([C:37]2[C:38]3[CH2:45][CH2:44][O:43][CH2:42][C:39]=3[N:40]([C:14]([NH:16][C@@H:17]([C:22]([CH3:23])([CH3:24])[CH3:25])[C:18]([NH:20][CH2:21][CH2:49][OH:50])=[O:19])=[O:15])[N:41]=2)[CH:36]=1.